This data is from NCI-60 drug combinations with 297,098 pairs across 59 cell lines. The task is: Regression. Given two drug SMILES strings and cell line genomic features, predict the synergy score measuring deviation from expected non-interaction effect. (1) Drug 1: CCN(CC)CCCC(C)NC1=C2C=C(C=CC2=NC3=C1C=CC(=C3)Cl)OC. Drug 2: CC1=C(C(=O)C2=C(C1=O)N3CC4C(C3(C2COC(=O)N)OC)N4)N. Cell line: NCIH23. Synergy scores: CSS=52.8, Synergy_ZIP=1.95, Synergy_Bliss=2.97, Synergy_Loewe=-14.5, Synergy_HSA=5.95. (2) Drug 1: COC1=CC(=CC(=C1O)OC)C2C3C(COC3=O)C(C4=CC5=C(C=C24)OCO5)OC6C(C(C7C(O6)COC(O7)C8=CC=CS8)O)O. Drug 2: C1=CN(C=N1)CC(O)(P(=O)(O)O)P(=O)(O)O. Cell line: HS 578T. Synergy scores: CSS=10.7, Synergy_ZIP=-8.38, Synergy_Bliss=-18.7, Synergy_Loewe=-17.2, Synergy_HSA=-15.2.